This data is from NCI-60 drug combinations with 297,098 pairs across 59 cell lines. The task is: Regression. Given two drug SMILES strings and cell line genomic features, predict the synergy score measuring deviation from expected non-interaction effect. (1) Drug 1: CC1C(C(CC(O1)OC2CC(CC3=C2C(=C4C(=C3O)C(=O)C5=C(C4=O)C(=CC=C5)OC)O)(C(=O)CO)O)N)O.Cl. Drug 2: CCN(CC)CCCC(C)NC1=C2C=C(C=CC2=NC3=C1C=CC(=C3)Cl)OC. Cell line: NCI/ADR-RES. Synergy scores: CSS=17.9, Synergy_ZIP=-6.18, Synergy_Bliss=-2.92, Synergy_Loewe=-8.20, Synergy_HSA=-1.56. (2) Drug 1: CC1C(C(=O)NC(C(=O)N2CCCC2C(=O)N(CC(=O)N(C(C(=O)O1)C(C)C)C)C)C(C)C)NC(=O)C3=C4C(=C(C=C3)C)OC5=C(C(=O)C(=C(C5=N4)C(=O)NC6C(OC(=O)C(N(C(=O)CN(C(=O)C7CCCN7C(=O)C(NC6=O)C(C)C)C)C)C(C)C)C)N)C. Drug 2: C(CCl)NC(=O)N(CCCl)N=O. Cell line: A498. Synergy scores: CSS=-0.837, Synergy_ZIP=-1.00, Synergy_Bliss=0.883, Synergy_Loewe=-11.0, Synergy_HSA=-2.41.